Dataset: Full USPTO retrosynthesis dataset with 1.9M reactions from patents (1976-2016). Task: Predict the reactants needed to synthesize the given product. (1) Given the product [Cl:15][C:12]1[CH:11]=[CH:10][C:9]([O:8][C@@H:6]([CH3:7])[CH2:5][C@H:2]2[CH2:3][O:4][C:17]([NH2:16])=[N:1]2)=[CH:14][CH:13]=1, predict the reactants needed to synthesize it. The reactants are: [NH2:1][C@@H:2]([CH2:5][C@@H:6]([O:8][C:9]1[CH:14]=[CH:13][C:12]([Cl:15])=[CH:11][CH:10]=1)[CH3:7])[CH2:3][OH:4].[N:16]#[C:17]Br. (2) Given the product [F:31][C:28]1[CH:27]=[CH:26][C:25]([CH2:24][O:23][CH2:22][C:21]([NH:20][CH2:19][CH2:18][CH2:17][CH2:16][CH2:15][C:14]2[N:8]=[C:7]([C:6]3[CH:10]=[CH:11][C:3]([O:2][CH3:1])=[CH:4][CH:5]=3)[S:9][CH:13]=2)=[O:32])=[CH:30][CH:29]=1, predict the reactants needed to synthesize it. The reactants are: [CH3:1][O:2][C:3]1[CH:11]=[CH:10][C:6]([C:7](=[S:9])[NH2:8])=[CH:5][CH:4]=1.Br[CH2:13][C:14](=O)[CH2:15][CH2:16][CH2:17][CH2:18][CH2:19][NH:20][C:21](=[O:32])[CH2:22][O:23][CH2:24][C:25]1[CH:30]=[CH:29][C:28]([F:31])=[CH:27][CH:26]=1. (3) Given the product [C:34]([N:21]1[CH2:22][C@H:18]2[C@H:17]([C:25]3[CH:30]=[CH:29][CH:28]=[CH:27][C:26]=3[CH3:31])[C@@H:16]([O:15][C@@H:13]([C:5]3[CH:6]=[C:7]([C:9]([F:10])([F:11])[F:12])[CH:8]=[C:3]([C:2]([F:1])([F:32])[F:33])[CH:4]=3)[CH3:14])[O:24][CH2:23][C@@H:19]2[CH2:20]1)(=[O:36])[CH3:35], predict the reactants needed to synthesize it. The reactants are: [F:1][C:2]([F:33])([F:32])[C:3]1[CH:4]=[C:5]([C@H:13]([O:15][C@H:16]2[O:24][CH2:23][C@@H:19]3[CH2:20][NH:21][CH2:22][C@H:18]3[C@@H:17]2[C:25]2[CH:30]=[CH:29][CH:28]=[CH:27][C:26]=2[CH3:31])[CH3:14])[CH:6]=[C:7]([C:9]([F:12])([F:11])[F:10])[CH:8]=1.[C:34](OC(=O)C)(=[O:36])[CH3:35]. (4) Given the product [F:98][C:97]([F:100])([F:99])[C:95]([OH:101])=[O:96].[CH3:61][C@:54]1([C:55]([NH:37][C@H:36]([C:35]([N:34]([C@@H:29]([C@@H:30]([CH3:33])[CH2:31][CH3:32])[C@H:28]([O:43][CH3:44])[CH2:27][C:26]([N:22]2[CH2:23][CH2:24][CH2:25][C@H:21]2[C@H:3]([O:2][CH3:1])[C@@H:4]([CH3:20])[C:5]([NH:7][C@@H:8]([CH2:9][C:10]2[CH:11]=[CH:12][CH:13]=[CH:14][CH:15]=2)[C:16]([O:18][CH3:19])=[O:17])=[O:6])=[O:45])[CH3:42])=[O:41])[CH:38]([CH3:39])[CH3:40])=[O:56])[CH2:58][CH2:59][CH2:60][NH:53]1, predict the reactants needed to synthesize it. The reactants are: [CH3:1][O:2][C@@H:3]([C@@H:21]1[CH2:25][CH2:24][CH2:23][N:22]1[C:26](=[O:45])[CH2:27][C@@H:28]([O:43][CH3:44])[C@@H:29]([N:34]([CH3:42])[C:35](=[O:41])[C@H:36]([CH:38]([CH3:40])[CH3:39])[NH2:37])[C@@H:30]([CH3:33])[CH2:31][CH3:32])[C@@H:4]([CH3:20])[C:5]([NH:7][C@H:8]([C:16]([O:18][CH3:19])=[O:17])[CH2:9][C:10]1[CH:15]=[CH:14][CH:13]=[CH:12][CH:11]=1)=[O:6].C(OC([N:53]1[CH2:60][CH2:59][CH2:58][C@:54]1([CH3:61])[C:55](O)=[O:56])=O)(C)(C)C.CN(C(ON1N=NC2C=CC=NC1=2)=[N+](C)C)C.F[P-](F)(F)(F)(F)F.CCN(C(C)C)C(C)C.[C:95]([OH:101])([C:97]([F:100])([F:99])[F:98])=[O:96]. (5) Given the product [C:13]([C@@:10]1([CH:15]2[CH2:17][CH2:16]2)[CH2:11][CH2:12][N:8]([C:6]2[CH:5]=[CH:4][N:3]=[C:2]([NH:1][C:24](=[O:25])[C:23]3[CH:27]=[CH:28][C:20]([F:19])=[CH:21][CH:22]=3)[CH:7]=2)[C:9]1=[O:18])#[N:14], predict the reactants needed to synthesize it. The reactants are: [NH2:1][C:2]1[CH:7]=[C:6]([N:8]2[CH2:12][CH2:11][C@:10]([CH:15]3[CH2:17][CH2:16]3)([C:13]#[N:14])[C:9]2=[O:18])[CH:5]=[CH:4][N:3]=1.[F:19][C:20]1[CH:28]=[CH:27][C:23]([C:24](O)=[O:25])=[CH:22][CH:21]=1.CN(C(ON1N=NC2C=CC=NC1=2)=[N+](C)C)C.F[P-](F)(F)(F)(F)F.C(=O)([O-])O.[Na+]. (6) Given the product [NH2:1][C:2]1[N:7]=[C:6]([NH:8][C@H:9]2[CH2:14][CH2:13][C@H:12]([OH:15])[CH2:11][CH2:10]2)[C:5](/[CH:42]=[CH:41]/[C:40]([O:44][CH2:45][CH3:46])=[O:43])=[C:4]([CH3:17])[N:3]=1, predict the reactants needed to synthesize it. The reactants are: [NH2:1][C:2]1[N:7]=[C:6]([NH:8][C@H:9]2[CH2:14][CH2:13][C@H:12]([OH:15])[CH2:11][CH2:10]2)[C:5](Br)=[C:4]([CH3:17])[N:3]=1.C1(C)C=CC=CC=1P(C1C=CC=CC=1C)C1C=CC=CC=1C.[C:40]([O:44][CH2:45][CH3:46])(=[O:43])[CH:41]=[CH2:42].